From a dataset of Peptide-MHC class II binding affinity with 134,281 pairs from IEDB. Regression. Given a peptide amino acid sequence and an MHC pseudo amino acid sequence, predict their binding affinity value. This is MHC class II binding data. (1) The peptide sequence is INPPTAAAIAYGLDR. The MHC is HLA-DQA10401-DQB10402 with pseudo-sequence HLA-DQA10401-DQB10402. The binding affinity (normalized) is 0.516. (2) The peptide sequence is FIVFLLLAGRSCSYK. The MHC is DRB1_0401 with pseudo-sequence DRB1_0401. The binding affinity (normalized) is 0.500. (3) The peptide sequence is GSSIGKLFTQTMKGV. The MHC is DRB5_0101 with pseudo-sequence DRB5_0101. The binding affinity (normalized) is 0.281. (4) The peptide sequence is LKCFGNTAVAKCNVN. The MHC is DRB1_0101 with pseudo-sequence DRB1_0101. The binding affinity (normalized) is 0.329.